This data is from Catalyst prediction with 721,799 reactions and 888 catalyst types from USPTO. The task is: Predict which catalyst facilitates the given reaction. (1) Reactant: [CH3:1][C:2]1[CH:3]=[N:4][C:5]2[C:10]([CH:11]=1)=[CH:9][CH:8]=[CH:7][CH:6]=2.OO.[O-:14]S([O-])=O.[Na+].[Na+].[I-].[Na+].[OH-].[Na+]. Product: [CH3:1][C:2]1[CH:3]=[N+:4]([O-:14])[C:5]2[C:10]([CH:11]=1)=[CH:9][CH:8]=[CH:7][CH:6]=2. The catalyst class is: 15. (2) Reactant: C[O:2][C:3](=[O:18])[C:4]1[CH:9]=[CH:8][C:7]([CH2:10][N:11]2[C:15]([CH2:16][OH:17])=[CH:14][N:13]=[CH:12]2)=[CH:6][CH:5]=1.C(O[K])(C)(C)C.Cl[CH2:26][C:27]1[CH:32]=[CH:31][C:30]([C:33]2[CH:38]=[CH:37][CH:36]=[CH:35][CH:34]=2)=[CH:29][CH:28]=1. Product: [C:30]1([C:33]2[CH:34]=[CH:35][CH:36]=[CH:37][CH:38]=2)[CH:29]=[CH:28][C:27]([CH2:26][O:17][CH2:16][C:15]2[N:11]([CH2:10][C:7]3[CH:8]=[CH:9][C:4]([C:3]([OH:2])=[O:18])=[CH:5][CH:6]=3)[CH:12]=[N:13][CH:14]=2)=[CH:32][CH:31]=1. The catalyst class is: 118. (3) Reactant: [F:1][C:2]1[CH:7]=[CH:6][C:5]([C:8]2[N:12]=[C:11]([C:13]3[CH:18]=[CH:17][C:16]([F:19])=[CH:15][CH:14]=3)[N:10]([CH2:20][C:21]([OH:23])=O)[N:9]=2)=[CH:4][CH:3]=1.CN(C(ON1N=NC2C=CC=NC1=2)=[N+](C)C)C.F[P-](F)(F)(F)(F)F.C(N(CC)CC)C.[S:55]1[C:64]2[CH2:63][CH2:62][NH:61][CH2:60][CH2:59][C:58]=2[N:57]=[CH:56]1. Product: [F:1][C:2]1[CH:3]=[CH:4][C:5]([C:8]2[N:12]=[C:11]([C:13]3[CH:18]=[CH:17][C:16]([F:19])=[CH:15][CH:14]=3)[N:10]([CH2:20][C:21]([N:61]3[CH2:62][CH2:63][C:64]4[S:55][CH:56]=[N:57][C:58]=4[CH2:59][CH2:60]3)=[O:23])[N:9]=2)=[CH:6][CH:7]=1. The catalyst class is: 3. (4) Product: [NH2:3][C:2]([C:4]1[CH:28]=[CH:27][C:7]([O:8][CH2:9][CH2:10][CH2:11][O:12][C:13]2[CH:14]=[C:15]3[C:19](=[CH:20][CH:21]=2)[N:18]([CH2:22][C:23]([O:25][CH3:26])=[O:24])[CH:17]=[CH:16]3)=[C:6]([CH2:29][CH2:30][CH3:31])[CH:5]=1)=[S:1]. The catalyst class is: 3. Reactant: [SH2:1].[C:2]([C:4]1[CH:28]=[CH:27][C:7]([O:8][CH2:9][CH2:10][CH2:11][O:12][C:13]2[CH:14]=[C:15]3[C:19](=[CH:20][CH:21]=2)[N:18]([CH2:22][C:23]([O:25][CH3:26])=[O:24])[CH:17]=[CH:16]3)=[C:6]([CH2:29][CH2:30][CH3:31])[CH:5]=1)#[N:3].C(NCC)C. (5) Reactant: [N+]([C:4]1[NH:5][CH:6]=[C:7]([N+:9]([O-:11])=[O:10])[N:8]=1)([O-])=O.[ClH:12]. Product: [Cl:12][C:4]1[NH:5][CH:6]=[C:7]([N+:9]([O-:11])=[O:10])[N:8]=1. The catalyst class is: 6. (6) Reactant: [CH3:1][N:2]([CH3:9])[C:3](=[O:8])[C:4]([O:6][CH3:7])=[O:5].[CH2:10]([CH:12]([CH2:15][CH2:16][CH2:17][CH3:18])CO)[CH3:11].S(=O)(=O)(O)O. Product: [CH3:1][N:2]([CH3:9])[C:3](=[O:8])[C:4]([O:6][CH2:7][CH:12]([CH2:10][CH3:11])[CH2:15][CH2:16][CH2:17][CH3:18])=[O:5]. The catalyst class is: 5.